This data is from Catalyst prediction with 721,799 reactions and 888 catalyst types from USPTO. The task is: Predict which catalyst facilitates the given reaction. Reactant: Cl[C:2]1[C:7]([C:8]([O:10][CH2:11][CH3:12])=[O:9])=[CH:6][N:5]=[C:4]([C:13]2[CH:18]=[CH:17][CH:16]=[C:15]([Cl:19])[CH:14]=2)[CH:3]=1.[Cl:20][C:21]1[CH:26]=[CH:25][CH:24]=[CH:23][C:22]=1[OH:27].C(=O)([O-])[O-].[K+].[K+]. Product: [Cl:20][C:21]1[CH:26]=[CH:25][CH:24]=[CH:23][C:22]=1[O:27][C:2]1[C:7]([C:8]([O:10][CH2:11][CH3:12])=[O:9])=[CH:6][N:5]=[C:4]([C:13]2[CH:18]=[CH:17][CH:16]=[C:15]([Cl:19])[CH:14]=2)[CH:3]=1. The catalyst class is: 3.